Dataset: Catalyst prediction with 721,799 reactions and 888 catalyst types from USPTO. Task: Predict which catalyst facilitates the given reaction. (1) Reactant: [C:1]([C@@H:4]([NH:13][C:14](=[O:23])[O:15][CH2:16][C:17]1[CH:22]=[CH:21][N:20]=[CH:19][CH:18]=1)[CH2:5][C:6]1[CH:11]=[CH:10][C:9]([OH:12])=[CH:8][CH:7]=1)([OH:3])=O.[CH3:24][NH:25][CH2:26][CH2:27][C:28]1[CH:33]=[CH:32][CH:31]=[CH:30][CH:29]=1.C1CN([P+](Br)(N2CCCC2)N2CCCC2)CC1.F[P-](F)(F)(F)(F)F.CCN(C(C)C)C(C)C. Product: [N:20]1[CH:21]=[CH:22][C:17]([CH2:16][O:15][C:14](=[O:23])[NH:13][C@@H:4]([CH2:5][C:6]2[CH:11]=[CH:10][C:9]([OH:12])=[CH:8][CH:7]=2)[C:1]([N:25]([CH3:24])[CH2:26][CH2:27][C:28]2[CH:33]=[CH:32][CH:31]=[CH:30][CH:29]=2)=[O:3])=[CH:18][CH:19]=1. The catalyst class is: 3. (2) Reactant: C(OC(=O)[NH:7][CH2:8][C:9](=[O:41])[NH:10][C:11]1[CH:16]=[C:15]([C:17]([C:19]2[C:24]([NH:25][S:26]([C:29]3[CH:34]=[CH:33][C:32]([CH3:35])=[C:31]([C:36]([F:39])([F:38])[F:37])[CH:30]=3)(=[O:28])=[O:27])=[CH:23][C:22]([Cl:40])=[CH:21][N:20]=2)=[O:18])[CH:14]=[CH:13][N:12]=1)(C)(C)C.C(O)(C(F)(F)F)=O. Product: [NH2:7][CH2:8][C:9]([NH:10][C:11]1[CH:16]=[C:15]([C:17]([C:19]2[C:24]([NH:25][S:26]([C:29]3[CH:34]=[CH:33][C:32]([CH3:35])=[C:31]([C:36]([F:37])([F:39])[F:38])[CH:30]=3)(=[O:28])=[O:27])=[CH:23][C:22]([Cl:40])=[CH:21][N:20]=2)=[O:18])[CH:14]=[CH:13][N:12]=1)=[O:41]. The catalyst class is: 2.